Dataset: Full USPTO retrosynthesis dataset with 1.9M reactions from patents (1976-2016). Task: Predict the reactants needed to synthesize the given product. (1) Given the product [C:13]([O:16][C:17]1[CH:29]=[C:28]([CH2:30][N:31]2[C:32]3[CH:37]=[CH:36][C:35]([O:38][C:39](=[O:41])[CH3:40])=[CH:34][C:33]=3[O:42][C:2]2=[O:4])[CH:27]=[CH:26][C:18]=1[O:19][CH2:20][C:21]([O:23][CH2:24][CH3:25])=[O:22])(=[O:15])[CH3:14], predict the reactants needed to synthesize it. The reactants are: Cl[C:2](Cl)([O:4]C(=O)OC(Cl)(Cl)Cl)Cl.[C:13]([O:16][C:17]1[CH:29]=[C:28]([CH2:30][NH:31][C:32]2[CH:37]=[CH:36][C:35]([O:38][C:39](=[O:41])[CH3:40])=[CH:34][C:33]=2[OH:42])[CH:27]=[CH:26][C:18]=1[O:19][CH2:20][C:21]([O:23][CH2:24][CH3:25])=[O:22])(=[O:15])[CH3:14].CCN(CC)CC. (2) The reactants are: [NH:1]1[C:5]([CH2:6][C:7]([OH:9])=O)=[N:4][N:3]=[N:2]1.CCN=C=N[CH2:15][CH2:16][CH2:17][N:18](C)C.C1C=CC2N([OH:30])N=NC=2C=1.N[C:32]12[C:50]3[C:45](=[CH:46][CH:47]=[CH:48][CH:49]=3)[C:44](=[O:51])C1(O)C1[C:39]([O:40]2)=[CH:38][C:37]([CH:41]([CH3:43])[CH3:42])=[CH:36]C=1. Given the product [OH:30][C:32]12[C:50]3[C:45](=[CH:46][CH:47]=[CH:48][CH:49]=3)[C:44](=[O:51])[C:17]1([NH:18][C:7](=[O:9])[CH2:6][C:5]1[NH:4][N:3]=[N:2][N:1]=1)[C:16]1[CH:15]=[CH:36][C:37]([CH:41]([CH3:43])[CH3:42])=[CH:38][C:39]=1[O:40]2, predict the reactants needed to synthesize it. (3) Given the product [BrH:18].[OH:12][C:11]1[CH:2]=[C:3]2[C:8](=[CH:9][CH:10]=1)[CH:7]=[N:6][CH:5]=[C:4]2[CH2:14][C:15]([OH:17])=[O:16], predict the reactants needed to synthesize it. The reactants are: Cl[C:2]1[C:11]([O:12]C)=[CH:10][CH:9]=[C:8]2[C:3]=1[C:4]([CH2:14][C:15]([OH:17])=[O:16])=[CH:5][N:6]=[CH:7]2.[BrH:18]. (4) Given the product [CH:17]1[N:7]([C@@H:5]2[O:6][C@@H:2]3[CH2:1][O:23][P:21]([OH:24])([O:20][C@H:3]3[C@H:4]2[OH:19])=[O:22])[C:8]2[NH:14][C:13]([NH2:15])=[N:12][C:10](=[O:11])[C:9]=2[N:16]=1, predict the reactants needed to synthesize it. The reactants are: [CH2:1]1[O:23][P:21]([OH:24])(=[O:22])[O:20][C@H:3]2[C@@H:4]([OH:19])[C@H:5]([N:7]3[C:17](Br)=[N:16][C:9]4[C:10]([N:12]=[C:13]([NH2:15])[NH:14][C:8]3=4)=[O:11])[O:6][C@H:2]12.C1C=C(N2C(=S)S/C(=C\C3C=CC(C(O)=O)=CC=3)/C2=O)C=C(C(F)(F)F)C=1. (5) Given the product [CH3:1][C:2]1[CH:3]=[CH:4][CH:5]=[C:6]2[C:11]=1[NH:10][C:9](=[O:12])[N:8]([CH2:13][C:14]1[CH:19]=[CH:18][CH:17]=[C:16]([C:20]([N:52]3[CH2:53][CH2:54][N:49]([C:55]4[N:56]=[CH:57][CH:58]=[CH:59][N:60]=4)[CH2:50][CH2:51]3)=[O:21])[CH:15]=1)[C:7]2=[O:23], predict the reactants needed to synthesize it. The reactants are: [CH3:1][C:2]1[CH:3]=[CH:4][CH:5]=[C:6]2[C:11]=1[NH:10][C:9](=[O:12])[N:8]([CH2:13][C:14]1[CH:19]=[CH:18][CH:17]=[C:16]([C:20](O)=[O:21])[CH:15]=1)[C:7]2=[O:23].CC1C=CC=C2C=1NC(=O)NC2=O.BrCC1C=C(C=CC=1)C(OC)=O.[N:49]1([C:55]2[N:60]=[CH:59][CH:58]=[CH:57][N:56]=2)[CH2:54][CH2:53][NH:52][CH2:51][CH2:50]1. (6) The reactants are: [Cl:1][C:2]1[CH:3]=[C:4]([C:9]2([OH:13])[CH2:12][NH:11][CH2:10]2)[CH:5]=[C:6]([F:8])[CH:7]=1.C(=O)([O-])[O-].[K+].[K+].I[CH2:21][CH2:22][CH3:23].O. Given the product [Cl:1][C:2]1[CH:3]=[C:4]([C:9]2([OH:13])[CH2:12][N:11]([CH2:21][CH2:22][CH3:23])[CH2:10]2)[CH:5]=[C:6]([F:8])[CH:7]=1, predict the reactants needed to synthesize it. (7) The reactants are: [OH:1][N:2]=[C:3]([NH2:10])[C:4]1[CH:9]=[CH:8][CH:7]=[N:6][CH:5]=1.[F:11][C:12]1[C:20]([F:21])=[CH:19][C:18]([F:22])=[CH:17][C:13]=1[C:14](O)=O.N. Given the product [F:11][C:12]1[C:20]([F:21])=[CH:19][C:18]([F:22])=[CH:17][C:13]=1[C:14]1[O:1][N:2]=[C:3]([C:4]2[CH:5]=[N:6][CH:7]=[CH:8][CH:9]=2)[N:10]=1, predict the reactants needed to synthesize it. (8) Given the product [N+:13]([C:10]1[CH:9]=[C:8]2[C:7](=[CH:12][CH:11]=1)[CH2:6][N:38]([CH2:37][CH2:36][C:30]1[CH:35]=[CH:34][CH:33]=[CH:32][CH:31]=1)[CH2:17][CH2:16]2)([O-:15])=[O:14], predict the reactants needed to synthesize it. The reactants are: CS(O[CH2:6][C:7]1[CH:12]=[CH:11][C:10]([N+:13]([O-:15])=[O:14])=[CH:9][C:8]=1[CH2:16][CH2:17]OS(C)(=O)=O)(=O)=O.C(N(CC)CC)C.[C:30]1([CH2:36][CH2:37][NH2:38])[CH:35]=[CH:34][CH:33]=[CH:32][CH:31]=1.O. (9) Given the product [N+:1]([C:4]1[CH:5]=[CH:6][C:7]([C:8]([O:10][C@H:11]2[CH2:15][C@H:14]([C:16]3[C:20]4[N:21]=[CH:22][N:23]=[C:24]([NH:25][C@@H:26]5[C:34]6[C:29](=[CH:30][CH:31]=[CH:32][CH:33]=6)[CH2:28][CH2:27]5)[C:19]=4[O:18][CH:17]=3)[CH2:13][C@H:12]2[CH2:35][O:36][S:48](=[O:51])(=[O:50])[NH2:49])=[O:9])=[CH:37][CH:38]=1)([O-:3])=[O:2], predict the reactants needed to synthesize it. The reactants are: [N+:1]([C:4]1[CH:38]=[CH:37][C:7]([C:8]([O:10][C@H:11]2[CH2:15][C@H:14]([C:16]3[C:20]4[N:21]=[CH:22][N:23]=[C:24]([NH:25][C@@H:26]5[C:34]6[C:29](=[CH:30][CH:31]=[CH:32][CH:33]=6)[CH2:28][CH2:27]5)[C:19]=4[O:18][CH:17]=3)[CH2:13][C@H:12]2[CH2:35][OH:36])=[O:9])=[CH:6][CH:5]=1)([O-:3])=[O:2].C(N(CC)C(C)C)(C)C.[S:48](Cl)(=[O:51])(=[O:50])[NH2:49]. (10) Given the product [Cl:1][C:2]1[N:7]=[C:6]([C:8]([O:10][CH2:12][CH3:13])=[O:9])[CH:5]=[CH:4][CH:3]=1, predict the reactants needed to synthesize it. The reactants are: [Cl:1][C:2]1[N:7]=[C:6]([C:8]([OH:10])=[O:9])[CH:5]=[CH:4][CH:3]=1.Cl.[CH3:12][CH2:13]O.